Dataset: Peptide-MHC class II binding affinity with 134,281 pairs from IEDB. Task: Regression. Given a peptide amino acid sequence and an MHC pseudo amino acid sequence, predict their binding affinity value. This is MHC class II binding data. (1) The binding affinity (normalized) is 0.459. The MHC is DRB1_0901 with pseudo-sequence DRB1_0901. The peptide sequence is PTIIERNITEIVYLT. (2) The peptide sequence is TRRGRVKIDEVSRMF. The MHC is DRB1_1302 with pseudo-sequence DRB1_1302. The binding affinity (normalized) is 0.494. (3) The peptide sequence is VWGQKYFKGNFERLA. The MHC is DRB1_0101 with pseudo-sequence DRB1_0101. The binding affinity (normalized) is 0.575. (4) The peptide sequence is RTEIDKPSQHHHHHH. The MHC is DRB1_0405 with pseudo-sequence DRB1_0405. The binding affinity (normalized) is 0. (5) The peptide sequence is DKELYPLASLRSLFG. The MHC is HLA-DQA10101-DQB10501 with pseudo-sequence HLA-DQA10101-DQB10501. The binding affinity (normalized) is 0.318.